This data is from Catalyst prediction with 721,799 reactions and 888 catalyst types from USPTO. The task is: Predict which catalyst facilitates the given reaction. (1) Reactant: C([O:3][C:4](=[O:16])[CH2:5][NH:6][C:7]1[CH:15]=[CH:14][C:10]2[O:11][CH2:12][O:13][C:9]=2[CH:8]=1)C.[OH-].[Li+]. Product: [O:11]1[C:10]2[CH:14]=[CH:15][C:7]([NH:6][CH2:5][C:4]([OH:16])=[O:3])=[CH:8][C:9]=2[O:13][CH2:12]1. The catalyst class is: 5. (2) Reactant: S(Cl)([Cl:3])=O.[CH3:5][N:6]([CH2:8][C:9]1[CH:13]=[CH:12][S:11][C:10]=1[CH2:14]O)[CH3:7]. Product: [Cl:3][CH2:14][C:10]1[S:11][CH:12]=[CH:13][C:9]=1[CH2:8][N:6]([CH3:7])[CH3:5]. The catalyst class is: 2.